This data is from Peptide-MHC class II binding affinity with 134,281 pairs from IEDB. The task is: Regression. Given a peptide amino acid sequence and an MHC pseudo amino acid sequence, predict their binding affinity value. This is MHC class II binding data. (1) The peptide sequence is AAATAGTTVYCAFAA. The MHC is HLA-DPA10103-DPB10401 with pseudo-sequence HLA-DPA10103-DPB10401. The binding affinity (normalized) is 0.105. (2) The peptide sequence is GYTPATPAAPAGAEP. The MHC is HLA-DPA10201-DPB11401 with pseudo-sequence HLA-DPA10201-DPB11401. The binding affinity (normalized) is 0.0528.